Predict which catalyst facilitates the given reaction. From a dataset of Catalyst prediction with 721,799 reactions and 888 catalyst types from USPTO. (1) Reactant: Br[C:2]1[CH:10]=[C:9]2[C:5]([C:6]3[CH2:16][CH2:15][CH2:14][N:13]([C:17]([O:19][C:20]([CH3:23])([CH3:22])[CH3:21])=[O:18])[CH2:12][C:7]=3[N:8]2[CH3:11])=[CH:4][CH:3]=1.[F:24][C:25]([F:40])([F:39])[C:26]1[CH:27]=[CH:28][C:29]([C:32]2[CH:37]=[CH:36][NH:35][C:34](=[O:38])[CH:33]=2)=[N:30][CH:31]=1.C([O-])([O-])=O.[Cs+].[Cs+].OC1C=CC=C2C=1N=CC=C2. Product: [CH3:11][N:8]1[C:9]2[C:5](=[CH:4][CH:3]=[C:2]([N:35]3[CH:36]=[CH:37][C:32]([C:29]4[CH:28]=[CH:27][C:26]([C:25]([F:24])([F:39])[F:40])=[CH:31][N:30]=4)=[CH:33][C:34]3=[O:38])[CH:10]=2)[C:6]2[CH2:16][CH2:15][CH2:14][N:13]([C:17]([O:19][C:20]([CH3:23])([CH3:22])[CH3:21])=[O:18])[CH2:12][C:7]1=2. The catalyst class is: 846. (2) Reactant: [NH2:1][C:2]1[S:3][C:4]2[CH:10]=[C:9]([C:11]([OH:13])=O)[CH:8]=[CH:7][C:5]=2[N:6]=1.[C:14]([O:18][C:19](=[O:28])[NH:20][C:21]1[CH:26]=[CH:25][CH:24]=[CH:23][C:22]=1[NH2:27])([CH3:17])([CH3:16])[CH3:15].F[P-](F)(F)(F)(F)F.N1(O[P+](N(C)C)(N(C)C)N(C)C)C2C=CC=CC=2N=N1.CCN(CC)CC. Product: [C:14]([O:18][C:19](=[O:28])[NH:20][C:21]1[CH:26]=[CH:25][CH:24]=[CH:23][C:22]=1[NH:27][C:11]([C:9]1[CH:8]=[CH:7][C:5]2[N:6]=[C:2]([NH2:1])[S:3][C:4]=2[CH:10]=1)=[O:13])([CH3:17])([CH3:15])[CH3:16]. The catalyst class is: 3. (3) Reactant: [Cl:1][C:2]1[CH:13]=[C:12](F)[C:11]([N+:15]([O-:17])=[O:16])=[CH:10][C:3]=1[C:4]([NH:6][CH:7]1[CH2:9][CH2:8]1)=[O:5].[CH2:18]([NH2:20])[CH3:19]. Product: [Cl:1][C:2]1[CH:13]=[C:12]([NH:20][CH2:18][CH3:19])[C:11]([N+:15]([O-:17])=[O:16])=[CH:10][C:3]=1[C:4]([NH:6][CH:7]1[CH2:9][CH2:8]1)=[O:5]. The catalyst class is: 1. (4) Reactant: [NH2:1][C:2]1[CH:3]=[C:4]2[C:12](=[CH:13][CH:14]=1)[NH:11][C:10]1[CH2:9][N:8]([CH3:15])[CH2:7][CH2:6][C:5]2=1.[Cl:16][C:17]1[N:18]=[C:19]2[N:23]([C:24]=1[S:25](Cl)(=[O:27])=[O:26])[CH:22]=[CH:21][S:20]2.C([O-])(O)=O.[Na+]. Product: [CH3:15][N:8]1[CH2:7][CH2:6][C:5]2[C:4]3[C:12](=[CH:13][CH:14]=[C:2]([NH:1][S:25]([C:24]4[N:23]5[C:19]([S:20][CH:21]=[CH:22]5)=[N:18][C:17]=4[Cl:16])(=[O:26])=[O:27])[CH:3]=3)[NH:11][C:10]=2[CH2:9]1. The catalyst class is: 17. (5) Reactant: [NH:1]1[CH2:6][CH2:5][CH:4]([N:7]2[CH2:12][CH2:11][O:10][CH2:9][CH2:8]2)[CH2:3][CH2:2]1.[Br:13][C:14]1[CH:19]=[CH:18][C:17](B(O)O)=[CH:16][CH:15]=1.N1C=CC=CC=1.ClCCl. Product: [Br:13][C:14]1[CH:19]=[CH:18][C:17]([N:1]2[CH2:6][CH2:5][CH:4]([N:7]3[CH2:12][CH2:11][O:10][CH2:9][CH2:8]3)[CH2:3][CH2:2]2)=[CH:16][CH:15]=1. The catalyst class is: 6.